This data is from Experimentally validated miRNA-target interactions with 360,000+ pairs, plus equal number of negative samples. The task is: Binary Classification. Given a miRNA mature sequence and a target amino acid sequence, predict their likelihood of interaction. (1) The miRNA is hsa-miR-4659a-3p with sequence UUUCUUCUUAGACAUGGCAACG. The protein sequence of the target gene is MFGPAKGRHFGVHPAPGFPGGVSQQAAGTKAGPAGAWPVGSRTDTMWRLRCKAKDGTHVLQGLSSRTRVRELQGQIAAITGIAPGGQRILVGYPPECLDLSNGDTILEDLPIQSGDMLIIEEDQTRPRSSPAFTKRGASSYVRETLPVLTRTVVPADNSCLFTSVYYVVEGGVLNPACAPEMRRLIAQIVASDPDFYSEAILGKTNQEYCDWIKRDDTWGGAIEISILSKFYQCEICVVDTQTVRIDRFGEDAGYTKRVLLIYDGIHYDPLQRNFPDPDTPPLTIFSSNDDIVLVQALEL.... Result: 1 (interaction). (2) The miRNA is mmu-miR-137-3p with sequence UUAUUGCUUAAGAAUACGCGUAG. The protein sequence of the target gene is MSLSMRDPVIPGTSMAYHPFLPHRAPDFAMSAVLGHQPPFFPALTLPPNGAAALSLPGALAKPIMDQLVGAAETGIPFSSLGPQAHLRPLKTMEPEEDVEDDPKVHLEAKELWDQFHKRGTEMVITKSGRRMFPPFKVRCSGLDKKAKYILLMDIIAADDCRYKFHNSRWMVAGKADPEMPKRMYIHPDSPATGEQWMSKVVTFHKLKLTNNISDKHGFTLAFPSDHATWQGNYSFGTQTILNSMHKYQPRFHIVRANDILKLPYSTFRTYLFPETEFIAVTAYQNDKITQLKIDNNPFA.... Result: 1 (interaction). (3) The miRNA is hsa-miR-425-5p with sequence AAUGACACGAUCACUCCCGUUGA. The protein sequence of the target gene is MTARGAAGRCPSSTWLGSRLLLVCLLMSRSIAKEVSEHCSHMIGNGHLKVLQQLIDSQMETSCQIAFEFVDQEQLDDPVCYLKKAFFLVQDIIDETMRFKDNTPNANATERLQELSNNLNSCFTKDYEEQNKACVRTFHETPLQLLEKIKNFFNETKNLLEKDWNIFTKNCNNSFAKCSSRDVVTKPDCNCLYPKATPSSDPASASPHQPPAPSMAPLAGLAWDDSQRTEGSSLLPSELPLRIEDPGSAKQRPPRSTCQTLESTEQPNHGDRLTEDSQPHPSAGGPVPGVEDILESSLGT.... Result: 0 (no interaction). (4) The miRNA is hsa-miR-218-2-3p with sequence CAUGGUUCUGUCAAGCACCGCG. The protein sequence of the target gene is MNQTDKNQQEIPSYLNDEPPEGSMKDHPQQQPGMLSRVTGGIFSVTKGAVGATIGGVAWIGGKSLEVTKTAVTTVPSMGIGLVKGGVSAVAGGVTAVGSAVVNKVPLTGKKKDKSD. Result: 1 (interaction). (5) The miRNA is hsa-miR-361-3p with sequence UCCCCCAGGUGUGAUUCUGAUUU. The protein sequence of the target gene is MPPFLLLEAVCVFLFSRVPPSLPLQEVHVSKETIGKISAASKMMWCSAAVDIMFLLDGSNSVGKGSFERSKHFAITVCDGLDISPERVRVGAFQFSSTPHLEFPLDSFSTQQEVKARIKRMVFKGGRTETELALKYLLHRGLPGGRNASVPQILIIVTDGKSQGDVALPSKQLKERGVTVFAVGVRFPRWEELHALASEPRGQHVLLAEQVEDATNGLFSTLSSSAICSSATPDCRVEAHPCEHRTLEMVREFAGNAPCWRGSRRTLAVLAAHCPFYSWKRVFLTHPATCYRTTCPGPCD.... Result: 1 (interaction).